This data is from Forward reaction prediction with 1.9M reactions from USPTO patents (1976-2016). The task is: Predict the product of the given reaction. (1) Given the reactants C([O:8][C:9]([C:11]1([C:19]([O:21]CC2C=CC=CC=2)=[O:20])[CH2:16][CH2:15][P:14]([CH3:18])(=[O:17])[CH2:13][CH2:12]1)=[O:10])C1C=CC=CC=1.[H][H], predict the reaction product. The product is: [CH3:18][P:14]1(=[O:17])[CH2:13][CH2:12][C:11]([C:9]([OH:10])=[O:8])([C:19]([OH:21])=[O:20])[CH2:16][CH2:15]1. (2) Given the reactants [CH3:1][CH2:2][CH2:3][C:4]1[C:10]2[C:11]3[O:25][C:24]([CH3:27])([CH3:26])[CH2:23][CH2:22][C:12]=3[C:13]3[O:18][C@@H:17]([CH3:19])[C@H:16]([CH3:20])[C@H:15]([OH:21])[C:14]=3[C:9]=2[O:8][C:6](=[O:7])[CH:5]=1.[CH3:28][CH2:29][CH2:30]C1C2C3OC(C)(C)C=CC=3C3OC(C)C(C)C(O)C=3C=2OC(=O)C=1, predict the reaction product. The product is: [CH3:20][C@@H:16]1[C@H:15]([OH:21])[C:14]2[C:9]3[O:8][C:6]([CH:5]=[C:4]([C:3]4[CH:28]=[CH:29][CH:30]=[CH:1][CH:2]=4)[C:10]=3[C:11]3[O:25][C:24]([CH3:27])([CH3:26])[CH:23]=[CH:22][C:12]=3[C:13]=2[O:18][C@H:17]1[CH3:19])=[O:7]. (3) The product is: [CH2:12]([NH:4][CH2:3][CH2:1][OH:2])[CH2:11][C:5]1[CH:10]=[CH:9][CH:8]=[CH:7][CH:6]=1. Given the reactants [CH2:1]([CH2:3][NH2:4])[OH:2].[C:5]1([CH:11](Br)[CH3:12])[CH:10]=[CH:9][CH:8]=[CH:7][CH:6]=1, predict the reaction product. (4) Given the reactants F[C:2]1C=C(F)C=CC=1CN1C(=O)CCC(C(OC)=O)=N1.O=[C:22]([CH2:27][CH2:28][C:29]([O:31]C)=O)[C:23]([O:25][CH3:26])=[O:24].[F:33][C:34]([F:39])([F:38])[CH2:35][NH:36][NH2:37], predict the reaction product. The product is: [O:31]=[C:29]1[N:36]([CH2:35][C:34]([F:39])([F:38])[F:33])[N:37]=[C:22]([C:23]([O:25][CH2:26][CH3:2])=[O:24])[CH2:27][CH2:28]1. (5) Given the reactants [C:1]1([CH:7]([C:32]2[CH:37]=[CH:36][CH:35]=[CH:34][CH:33]=2)[N:8]2[C:16]3[CH:15]=[C:14]4[O:17][CH2:18][CH2:19][O:20][C:13]4=[CH:12][C:11]=3[CH:10]([C:21]3[C:22]([OH:30])=[CH:23][C:24]4[O:28][CH2:27][CH2:26][C:25]=4[CH:29]=3)[C:9]2=[O:31])[CH:6]=[CH:5][CH:4]=[CH:3][CH:2]=1.[C:38]1(C(C2C=CC=CC=2)N2C3C(=CC=CC=3)C(C3C=C(C)C(OC)=CC=3O)C2=O)C=CC=CC=1, predict the reaction product. The product is: [C:32]1([CH:7]([C:1]2[CH:2]=[CH:3][CH:4]=[CH:5][CH:6]=2)[N:8]2[C:16]3[CH:15]=[C:14]4[O:17][CH2:18][CH2:19][O:20][C:13]4=[CH:12][C:11]=3[C:10]3([CH2:38][O:30][C:22]4[CH:23]=[C:24]5[C:25](=[CH:29][C:21]3=4)[CH2:26][CH2:27][O:28]5)[C:9]2=[O:31])[CH:37]=[CH:36][CH:35]=[CH:34][CH:33]=1. (6) Given the reactants [Cl:1][C:2]1[C:3]([C:9]2[N:14]=[C:13]([O:15][CH2:16][C:17]3([C:23]#[N:24])[CH2:22][CH2:21][O:20][CH2:19][CH2:18]3)[CH:12]=[N:11][CH:10]=2)=[CH:4][C:5](F)=[N:6][CH:7]=1.[CH3:25][O:26][CH2:27][C@H:28]([NH:30][C@H:31]1[CH2:36][CH2:35][C@H:34]([NH2:37])[CH2:33][CH2:32]1)[CH3:29], predict the reaction product. The product is: [Cl:1][C:2]1[C:3]([C:9]2[N:14]=[C:13]([O:15][CH2:16][C:17]3([C:23]#[N:24])[CH2:22][CH2:21][O:20][CH2:19][CH2:18]3)[CH:12]=[N:11][CH:10]=2)=[CH:4][C:5]([NH:37][C@H:34]2[CH2:33][CH2:32][C@H:31]([NH:30][C@H:28]([CH3:29])[CH2:27][O:26][CH3:25])[CH2:36][CH2:35]2)=[N:6][CH:7]=1.